This data is from Full USPTO retrosynthesis dataset with 1.9M reactions from patents (1976-2016). The task is: Predict the reactants needed to synthesize the given product. (1) Given the product [NH2:14][C:15]1[C:24]2[N:25]=[C:26]([CH2:33][O:34][NH:35][C:11]([CH:8]3[CH2:10][CH2:9]3)=[O:12])[N:27]([CH2:28][C:29]([OH:31])([CH3:32])[CH3:30])[C:23]=2[C:22]2[CH:21]=[CH:20][CH:19]=[CH:18][C:17]=2[N:16]=1, predict the reactants needed to synthesize it. The reactants are: C(N(CC)CC)C.[CH:8]1([C:11](Cl)=[O:12])[CH2:10][CH2:9]1.[NH2:14][C:15]1[C:24]2[N:25]=[C:26]([CH2:33][O:34][NH2:35])[N:27]([CH2:28][C:29]([CH3:32])([OH:31])[CH3:30])[C:23]=2[C:22]2[CH:21]=[CH:20][CH:19]=[CH:18][C:17]=2[N:16]=1. (2) Given the product [C:16]([NH:1][C:2]1[CH:7]=[C:6]([Cl:8])[C:5]([O:9][CH3:10])=[CH:4][C:3]=1/[CH:11]=[CH:12]/[C:13]([OH:15])=[O:14])(=[O:18])[CH3:17], predict the reactants needed to synthesize it. The reactants are: [NH2:1][C:2]1[CH:7]=[C:6]([Cl:8])[C:5]([O:9][CH3:10])=[CH:4][C:3]=1/[CH:11]=[CH:12]/[C:13]([OH:15])=[O:14].[C:16](Cl)(=[O:18])[CH3:17].